This data is from Catalyst prediction with 721,799 reactions and 888 catalyst types from USPTO. The task is: Predict which catalyst facilitates the given reaction. (1) Reactant: Cl[C:2]1[CH:7]=[C:6]([O:8][C:9]2[C:14]([F:15])=[CH:13][C:12]([NH:16][C:17]([C:19]3[C:20](=[O:35])[N:21]([C:28]4[CH:33]=[CH:32][C:31]([F:34])=[CH:30][CH:29]=4)[CH:22]=[CH:23][C:24]=3[O:25][CH2:26][CH3:27])=[O:18])=[C:11]([F:36])[CH:10]=2)[CH:5]=[CH:4][N:3]=1.[CH:37]1([C:40]([NH2:42])=[O:41])[CH2:39][CH2:38]1.C([O-])([O-])=O.[Cs+].[Cs+].CC1(C)C2C(=C(P(C3C=CC=CC=3)C3C=CC=CC=3)C=CC=2)OC2C(P(C3C=CC=CC=3)C3C=CC=CC=3)=CC=CC1=2. Product: [CH:37]1([C:40]([NH:42][C:2]2[CH:7]=[C:6]([O:8][C:9]3[C:14]([F:15])=[CH:13][C:12]([NH:16][C:17]([C:19]4[C:20](=[O:35])[N:21]([C:28]5[CH:33]=[CH:32][C:31]([F:34])=[CH:30][CH:29]=5)[CH:22]=[CH:23][C:24]=4[O:25][CH2:26][CH3:27])=[O:18])=[C:11]([F:36])[CH:10]=3)[CH:5]=[CH:4][N:3]=2)=[O:41])[CH2:39][CH2:38]1. The catalyst class is: 62. (2) Reactant: [C:1]([O:9][CH:10]1[CH:17]2[CH:13]([C:14](=[O:18])[NH:15][CH2:16]2)[CH2:12][CH2:11]1)(=[O:8])[C:2]1[CH:7]=[CH:6][CH:5]=[CH:4][CH:3]=1.ClC1C(C)=C(N2C[C@@H]3[C@H](O)CC[C@@H]3C2=O)C=CC=1C#N.[H-].[Na+].Br[CH2:42][C:43]1[CH:50]=[CH:49][C:46]([C:47]#[N:48])=[C:45]([Cl:51])[C:44]=1[CH3:52]. Product: [C:1]([O:9][CH:10]1[CH:17]2[CH:16]([N:15]([CH2:42][C:43]3[CH:50]=[CH:49][C:46]([C:47]#[N:48])=[C:45]([Cl:51])[C:44]=3[CH3:52])[C:14](=[O:18])[CH2:13]2)[CH2:12][CH2:11]1)(=[O:8])[C:2]1[CH:3]=[CH:4][CH:5]=[CH:6][CH:7]=1. The catalyst class is: 118. (3) Reactant: [Si:1]([O:18][CH2:19][C:20]1[N:25]=[C:24]([CH:26]([C:28]2[N:29]([CH3:33])[CH:30]=[CH:31][N:32]=2)[OH:27])[C:23]([F:34])=[C:22]([Cl:35])[C:21]=1[N:36]1[CH2:41][C@H:40]([CH3:42])[O:39][C@H:38]([CH3:43])[CH2:37]1)([C:14]([CH3:17])([CH3:16])[CH3:15])([C:8]1[CH:13]=[CH:12][CH:11]=[CH:10][CH:9]=1)[C:2]1[CH:7]=[CH:6][CH:5]=[CH:4][CH:3]=1. Product: [Si:1]([O:18][CH2:19][C:20]1[N:25]=[C:24]([C:26]([C:28]2[N:29]([CH3:33])[CH:30]=[CH:31][N:32]=2)=[O:27])[C:23]([F:34])=[C:22]([Cl:35])[C:21]=1[N:36]1[CH2:37][C@H:38]([CH3:43])[O:39][C@H:40]([CH3:42])[CH2:41]1)([C:14]([CH3:15])([CH3:17])[CH3:16])([C:2]1[CH:3]=[CH:4][CH:5]=[CH:6][CH:7]=1)[C:8]1[CH:9]=[CH:10][CH:11]=[CH:12][CH:13]=1. The catalyst class is: 742.